From a dataset of Forward reaction prediction with 1.9M reactions from USPTO patents (1976-2016). Predict the product of the given reaction. (1) Given the reactants Cl.C(O[C:5]([C:7]1[CH:8]=[C:9]2[C:13](=[CH:14][CH:15]=1)[NH:12][N:11]=[C:10]2[C:16]1[CH:25]=[CH:24][C:23]2[C:18](=[CH:19][C:20]([O:26][CH3:27])=[CH:21][CH:22]=2)[CH:17]=1)=[NH:6])C.[N:28]1([CH2:34][C:35]([NH:37][NH2:38])=O)[CH2:33][CH2:32][O:31][CH2:30][CH2:29]1.C(N(CC)CC)C, predict the reaction product. The product is: [CH3:27][O:26][C:20]1[CH:19]=[C:18]2[C:23]([CH:24]=[CH:25][C:16]([C:10]3[C:9]4[C:13](=[CH:14][CH:15]=[C:7]([C:5]5[N:6]=[C:35]([CH2:34][N:28]6[CH2:33][CH2:32][O:31][CH2:30][CH2:29]6)[NH:37][N:38]=5)[CH:8]=4)[NH:12][N:11]=3)=[CH:17]2)=[CH:22][CH:21]=1. (2) Given the reactants [H-].[Na+].[C:3]([O:7][C:8]([NH:10][C@H:11]1[CH2:16][CH2:15][C@H:14]([OH:17])[CH2:13][CH2:12]1)=[O:9])([CH3:6])([CH3:5])[CH3:4].[CH2:18]1OCCOCCOCCOCCOC1.IC, predict the reaction product. The product is: [C:3]([O:7][C:8]([NH:10][C@H:11]1[CH2:12][CH2:13][C@H:14]([O:17][CH3:18])[CH2:15][CH2:16]1)=[O:9])([CH3:6])([CH3:4])[CH3:5]. (3) Given the reactants [Na].[CH3:2][CH:3]([CH3:7])[C:4](=O)[CH3:5].[CH2:8]([O:10][C:11](=[O:17])[C:12](OCC)=O)[CH3:9].C(O)(=O)C.O.[NH2:23][NH2:24], predict the reaction product. The product is: [CH:3]([C:4]1[CH:5]=[C:12]([C:11]([O:10][CH2:8][CH3:9])=[O:17])[NH:24][N:23]=1)([CH3:7])[CH3:2].